From a dataset of Catalyst prediction with 721,799 reactions and 888 catalyst types from USPTO. Predict which catalyst facilitates the given reaction. (1) Reactant: [NH2-].[Na+].[C:3](#[N:5])[CH3:4].[CH:6]1([C:12](OC)=[O:13])[CH2:11][CH2:10][CH2:9][CH2:8][CH2:7]1.Cl. Product: [CH:6]1([C:12](=[O:13])[CH2:4][C:3]#[N:5])[CH2:11][CH2:10][CH2:9][CH2:8][CH2:7]1. The catalyst class is: 7. (2) Reactant: C(N(C(C)C)CC)(C)C.[CH2:10]([C@@H:17]1[CH2:21][O:20][C:19](=[O:22])[N:18]1[C:23](=[O:29])[CH2:24]P(=O)([O-])[O-])[C:11]1[CH:16]=[CH:15][CH:14]=[CH:13][CH:12]=1.[Cl-].[Li+].[CH2:32]([O:39][CH2:40][CH:41]=O)[C:33]1[CH:38]=[CH:37][CH:36]=[CH:35][CH:34]=1. Product: [CH2:10]([C@@H:17]1[CH2:21][O:20][C:19](=[O:22])[N:18]1[C:23](=[O:29])/[CH:24]=[CH:41]/[CH2:40][O:39][CH2:32][C:33]1[CH:38]=[CH:37][CH:36]=[CH:35][CH:34]=1)[C:11]1[CH:16]=[CH:15][CH:14]=[CH:13][CH:12]=1. The catalyst class is: 10. (3) Reactant: Cl[C:2]1[N:7]=[C:6]2[CH2:8][CH2:9][CH2:10][C:5]2=[C:4]([C:11]2[CH:12]=[CH:13][C:14]([C:17]#[N:18])=[N:15][CH:16]=2)[CH:3]=1.[F:19][C:20]1[CH:21]=[CH:22][C:23]([CH2:26][OH:27])=[N:24][CH:25]=1.O(C(C)(C)C)[Na].C(Cl)(Cl)Cl. Product: [F:19][C:20]1[CH:21]=[CH:22][C:23]([CH2:26][O:27][C:2]2[N:7]=[C:6]3[CH2:8][CH2:9][CH2:10][C:5]3=[C:4]([C:11]3[CH:12]=[CH:13][C:14]([C:17]#[N:18])=[N:15][CH:16]=3)[CH:3]=2)=[N:24][CH:25]=1. The catalyst class is: 187. (4) Reactant: [ClH:1].C(OC([N:9]1[CH2:16][CH:15]2[CH:11]([CH2:12][N:13]([C:18]3[CH:23]=[CH:22][C:21]([O:24][C:25]([F:28])([F:27])[F:26])=[CH:20][CH:19]=3)[C:14]2=[O:17])[CH2:10]1)=O)(C)(C)C. Product: [ClH:1].[F:28][C:25]([F:26])([F:27])[O:24][C:21]1[CH:22]=[CH:23][C:18]([N:13]2[CH2:12][CH:11]3[CH:15]([CH2:16][NH:9][CH2:10]3)[C:14]2=[O:17])=[CH:19][CH:20]=1. The catalyst class is: 13. (5) Reactant: [Cl:1][C:2]1[CH:3]=[C:4]([CH:8]=[CH:9][C:10]=1[O:11][CH:12]([CH3:14])[CH3:13])[C:5]([OH:7])=O.CCN=C=NCCCN(C)C.C1C=CC2N(O)N=NC=2C=1.O[NH:37][C:38]([C:40]1[CH:45]=[CH:44][C:43]([CH2:46][OH:47])=[CH:42][CH:41]=1)=[NH:39]. Product: [Cl:1][C:2]1[CH:3]=[C:4]([C:5]2[O:7][N:39]=[C:38]([C:40]3[CH:45]=[CH:44][C:43]([CH2:46][OH:47])=[CH:42][CH:41]=3)[N:37]=2)[CH:8]=[CH:9][C:10]=1[O:11][CH:12]([CH3:14])[CH3:13]. The catalyst class is: 3. (6) Reactant: FC(F)(F)C(O)=O.[Br:8][C:9](=[C:27]1[CH2:32][CH2:31][NH:30][CH2:29][CH2:28]1)[C:10]1[CH:11]=[C:12]([CH:24]=[CH:25][CH:26]=1)[O:13][C:14]1[CH:19]=[CH:18][C:17]([C:20]([F:23])([F:22])[F:21])=[CH:16][N:15]=1.[N:33]1[CH:38]=[CH:37][CH:36]=[C:35]([NH:39][C:40](=O)[O:41]C2C=CC=CC=2)[CH:34]=1.C(N(CC)CC)C. Product: [Br:8][C:9]([C:10]1[CH:26]=[CH:25][CH:24]=[C:12]([O:13][C:14]2[CH:19]=[CH:18][C:17]([C:20]([F:22])([F:23])[F:21])=[CH:16][N:15]=2)[CH:11]=1)=[C:27]1[CH2:32][CH2:31][N:30]([C:40]([NH:39][C:35]2[CH:34]=[N:33][CH:38]=[CH:37][CH:36]=2)=[O:41])[CH2:29][CH2:28]1. The catalyst class is: 16.